From a dataset of Full USPTO retrosynthesis dataset with 1.9M reactions from patents (1976-2016). Predict the reactants needed to synthesize the given product. Given the product [CH3:20][S:21]([O:1][CH2:2][C@H:3]1[CH2:12][CH2:11][C:10]2[C:5](=[CH:6][CH:7]=[CH:8][CH:9]=2)[O:4]1)(=[O:23])=[O:22], predict the reactants needed to synthesize it. The reactants are: [OH:1][CH2:2][C@H:3]1[CH2:12][CH2:11][C:10]2[C:5](=[CH:6][CH:7]=[CH:8][CH:9]=2)[O:4]1.C(N(CC)CC)C.[CH3:20][S:21](Cl)(=[O:23])=[O:22].[Cl-].[NH4+].